Dataset: Forward reaction prediction with 1.9M reactions from USPTO patents (1976-2016). Task: Predict the product of the given reaction. (1) Given the reactants Cl[C:2]1[N:7]=[C:6]([NH:8][CH3:9])[CH:5]=[C:4]([CH2:10][O:11][CH2:12][C:13]([F:16])([F:15])[F:14])[N:3]=1.[CH3:17][C:18]1[N:19]=[CH:20][N:21]([C:23]2[CH:29]=[CH:28][C:26]([NH2:27])=[CH:25][CH:24]=2)[CH:22]=1.C(=O)([O-])[O-].[Cs+].[Cs+].C1(P(C2CCCCC2)C2C=CC=CC=2C2C=CC=CC=2)CCCCC1, predict the reaction product. The product is: [CH3:9][NH:8][C:6]1[CH:5]=[C:4]([CH2:10][O:11][CH2:12][C:13]([F:16])([F:15])[F:14])[N:3]=[C:2]([NH:27][C:26]2[CH:25]=[CH:24][C:23]([N:21]3[CH:22]=[C:18]([CH3:17])[N:19]=[CH:20]3)=[CH:29][CH:28]=2)[N:7]=1. (2) Given the reactants [C:1]1([C:7]2([C:10]#[N:11])[CH2:9][CH2:8]2)[CH:6]=[CH:5][CH:4]=[CH:3][CH:2]=1.O.[SH-:13].[Na+], predict the reaction product. The product is: [C:1]1([C:7]2([C:10](=[S:13])[NH2:11])[CH2:8][CH2:9]2)[CH:6]=[CH:5][CH:4]=[CH:3][CH:2]=1. (3) Given the reactants [Li+].CC([N-]C(C)C)C.[CH3:9][C:10]1[CH:11]=[C:12]([NH:21][C:22]2[N:27]=[C:26]([C:28]([F:31])([F:30])[F:29])[CH:25]=[CH:24][N:23]=2)[CH:13]=[C:14]([C:16]2[S:20][CH:19]=[N:18][CH:17]=2)[CH:15]=1.[C:32]([C@H:35]1[CH2:40][CH2:39][C@H:38]([C:41]([O:43][CH2:44][CH2:45][CH2:46][CH3:47])=[O:42])[CH2:37][CH2:36]1)(=[O:34])[CH3:33], predict the reaction product. The product is: [OH:34][C:32]([C@H:35]1[CH2:40][CH2:39][C@H:38]([C:41]([O:43][CH2:44][CH2:45][CH2:46][CH3:47])=[O:42])[CH2:37][CH2:36]1)([C:19]1[S:20][C:16]([C:14]2[CH:13]=[C:12]([NH:21][C:22]3[N:27]=[C:26]([C:28]([F:29])([F:31])[F:30])[CH:25]=[CH:24][N:23]=3)[CH:11]=[C:10]([CH3:9])[CH:15]=2)=[CH:17][N:18]=1)[CH3:33].